Dataset: Reaction yield outcomes from USPTO patents with 853,638 reactions. Task: Predict the reaction yield, written as a fraction of the theoretical maximum amount of product (1.0 means a 100% yield; for example, 0.34 means a 34% yield). (1) The reactants are Cl.[C:2]1(=[O:12])[C:6]2([CH2:11][CH2:10][CH2:9][NH:8][CH2:7]2)[CH2:5][CH2:4][NH:3]1.C(N(CC)CC)C.[F:20][C:21]([F:37])([F:36])[C:22]1[CH:27]=[CH:26][C:25]([C:28]([F:31])([F:30])[F:29])=[CH:24][C:23]=1[S:32](Cl)(=[O:34])=[O:33]. The catalyst is ClCCl. The product is [F:37][C:21]([F:20])([F:36])[C:22]1[CH:27]=[CH:26][C:25]([C:28]([F:31])([F:30])[F:29])=[CH:24][C:23]=1[S:32]([N:8]1[CH2:9][CH2:10][CH2:11][C:6]2([C:2](=[O:12])[NH:3][CH2:4][CH2:5]2)[CH2:7]1)(=[O:34])=[O:33]. The yield is 0.420. (2) The reactants are [Br:1][C:2]1[CH:3]=[C:4]([O:20][C:21]2[CH:26]=[CH:25][CH:24]=[CH:23][CH:22]=2)[C:5]([NH:8][C:9]2[S:10][CH:11]=[C:12]([CH2:14][CH2:15]/[C:16](/[NH2:19])=[N:17]/[OH:18])[N:13]=2)=[N:6][CH:7]=1.C([O-])([O-])=O.[K+].[K+].[C:33](Cl)(=[O:35])[CH3:34]. The catalyst is CC(C)=O. The product is [C:33]([O:18]/[N:17]=[C:16](\[NH2:19])/[CH2:15][CH2:14][C:12]1[N:13]=[C:9]([NH:8][C:5]2[C:4]([O:20][C:21]3[CH:26]=[CH:25][CH:24]=[CH:23][CH:22]=3)=[CH:3][C:2]([Br:1])=[CH:7][N:6]=2)[S:10][CH:11]=1)(=[O:35])[CH3:34]. The yield is 0.934. (3) The yield is 0.660. The catalyst is CC(O)=O.O. The reactants are Cl[CH2:2][CH2:3][C:4]([C:6]1[CH:11]=[CH:10][C:9]([F:12])=[CH:8][CH:7]=1)=[O:5].[C:13]([O-:16])(=[O:15])[CH3:14].[Na+].[I-].[K+].C(=O)([O-])[O-].[Na+].[Na+]. The product is [F:12][C:9]1[CH:10]=[CH:11][C:6]([C:4](=[O:5])[CH2:3][CH2:2][O:16][C:13](=[O:15])[CH3:14])=[CH:7][CH:8]=1. (4) The reactants are Cl[C:2]1[N:7]2[N:8]=[CH:9][CH:10]=[C:6]2[N:5]=[C:4]([NH:11][C:12](=[O:23])[C:13]2[CH:18]=[CH:17][C:16]([C:19]([OH:22])([CH3:21])[CH3:20])=[CH:15][CH:14]=2)[CH:3]=1.[CH3:24][O:25][C:26]1[CH:27]=[C:28](B(O)O)[CH:29]=[CH:30][CH:31]=1.O1CCOCC1. The catalyst is CO.C1C=CC(P(C2C=CC=CC=2)[C-]2C=CC=C2)=CC=1.C1C=CC(P(C2C=CC=CC=2)[C-]2C=CC=C2)=CC=1.Cl[Pd]Cl.[Fe+2]. The product is [OH:22][C:19]([C:16]1[CH:17]=[CH:18][C:13]([C:12]([NH:11][C:4]2[CH:3]=[C:2]([C:30]3[CH:29]=[CH:28][CH:27]=[C:26]([O:25][CH3:24])[CH:31]=3)[N:7]3[N:8]=[CH:9][CH:10]=[C:6]3[N:5]=2)=[O:23])=[CH:14][CH:15]=1)([CH3:21])[CH3:20]. The yield is 0.0900.